From a dataset of Merck oncology drug combination screen with 23,052 pairs across 39 cell lines. Regression. Given two drug SMILES strings and cell line genomic features, predict the synergy score measuring deviation from expected non-interaction effect. Cell line: NCIH23. Drug 2: CC(C)CC(NC(=O)C(Cc1ccccc1)NC(=O)c1cnccn1)B(O)O. Synergy scores: synergy=-11.4. Drug 1: CCN(CC)CCNC(=O)c1c(C)[nH]c(C=C2C(=O)Nc3ccc(F)cc32)c1C.